Dataset: Forward reaction prediction with 1.9M reactions from USPTO patents (1976-2016). Task: Predict the product of the given reaction. Given the reactants [CH2:1]([O:3][C:4]([C:6]1[C:7]([OH:23])=[C:8]2[C:15]([C:16]3[CH:21]=[CH:20][C:19]([F:22])=[CH:18][CH:17]=3)=[N:14][S:13][C:9]2=[C:10](Br)[N:11]=1)=[O:5])[CH3:2].[C:24]([C:26]1[CH:31]=[CH:30][C:29](B(O)O)=[CH:28][CH:27]=1)#[N:25], predict the reaction product. The product is: [CH2:1]([O:3][C:4]([C:6]1[C:7]([OH:23])=[C:8]2[C:15]([C:16]3[CH:21]=[CH:20][C:19]([F:22])=[CH:18][CH:17]=3)=[N:14][S:13][C:9]2=[C:10]([C:29]2[CH:30]=[CH:31][C:26]([C:24]#[N:25])=[CH:27][CH:28]=2)[N:11]=1)=[O:5])[CH3:2].